Predict which catalyst facilitates the given reaction. From a dataset of Catalyst prediction with 721,799 reactions and 888 catalyst types from USPTO. (1) Reactant: C(OC([N:8]1[CH2:12][CH2:11][CH2:10][CH:9]1[C:13]1[NH:14][C:15]([C:18]2[CH:31]=[CH:30][C:29]3[C:28]4[C:23](=[CH:24][C:25]([Br:32])=[CH:26][CH:27]=4)[CH2:22][CH2:21][C:20]=3[CH:19]=2)=[CH:16][N:17]=1)=O)(C)(C)C.Cl.[CH3:34][O:35][C:36]([NH:38][CH:39]([CH:43]([CH3:45])[CH3:44])[C:40](O)=[O:41])=[O:37].CN(C(ON1N=NC2C=CC=NC1=2)=[N+](C)C)C.F[P-](F)(F)(F)(F)F.C(N(CC)C(C)C)(C)C. Product: [CH3:34][O:35][C:36](=[O:37])[NH:38][CH:39]([C:40]([N:8]1[CH2:12][CH2:11][CH2:10][CH:9]1[C:13]1[NH:14][C:15]([C:18]2[CH:31]=[CH:30][C:29]3[C:28]4[C:23](=[CH:24][C:25]([Br:32])=[CH:26][CH:27]=4)[CH2:22][CH2:21][C:20]=3[CH:19]=2)=[CH:16][N:17]=1)=[O:41])[CH:43]([CH3:45])[CH3:44]. The catalyst class is: 71. (2) Reactant: [NH2:1][C:2]1[C:3]([CH3:18])=[C:4]([CH:15]=[CH:16][CH:17]=1)[C:5]([NH:7][C:8]1[CH:9]=[N:10][C:11]([NH2:14])=[N:12][CH:13]=1)=[O:6].N1C=CC=CC=1.[F:25][C:26]([F:37])([F:36])[C:27]1[CH:28]=[C:29]([CH:33]=[CH:34][CH:35]=1)[C:30](Cl)=[O:31].CCN(CC)CC. Product: [NH2:14][C:11]1[N:10]=[CH:9][C:8]([NH:7][C:5](=[O:6])[C:4]2[CH:15]=[CH:16][CH:17]=[C:2]([NH:1][C:30]([C:29]3[CH:33]=[CH:34][CH:35]=[C:27]([C:26]([F:25])([F:36])[F:37])[CH:28]=3)=[O:31])[C:3]=2[CH3:18])=[CH:13][N:12]=1. The catalyst class is: 2. (3) Reactant: [K+].[F:2][C:3]([F:21])([S:17]([O-:20])(=[O:19])=[O:18])[C:4]([F:16])([F:15])[C:5]([F:14])([F:13])[C:6]([F:12])([F:11])[S:7]([O-:10])(=[O:9])=[O:8].[K+].[Br-].[C:24]1([S+:30]([C:37]2[CH:42]=[CH:41][CH:40]=[CH:39][CH:38]=2)[C:31]2[CH:36]=[CH:35][CH:34]=[CH:33][CH:32]=2)[CH:29]=[CH:28][CH:27]=[CH:26][CH:25]=1.C(Cl)(Cl)Cl. Product: [F:12][C:6]([F:11])([S:7]([O-:10])(=[O:9])=[O:8])[C:5]([F:14])([F:13])[C:4]([F:15])([F:16])[C:3]([F:2])([F:21])[S:17]([O-:20])(=[O:18])=[O:19].[C:37]1([S+:30]([C:24]2[CH:25]=[CH:26][CH:27]=[CH:28][CH:29]=2)[C:31]2[CH:36]=[CH:35][CH:34]=[CH:33][CH:32]=2)[CH:38]=[CH:39][CH:40]=[CH:41][CH:42]=1.[C:37]1([S+:30]([C:24]2[CH:25]=[CH:26][CH:27]=[CH:28][CH:29]=2)[C:31]2[CH:36]=[CH:35][CH:34]=[CH:33][CH:32]=2)[CH:38]=[CH:39][CH:40]=[CH:41][CH:42]=1. The catalyst class is: 6. (4) Reactant: Cl[CH2:2][C:3]([C:5]1[CH:10]=[C:9]([N+:11]([O-:13])=[O:12])[C:8]([OH:14])=[C:7]([OH:15])[CH:6]=1)=[O:4].[I-].[K+].[Cl:18][C:19]1[CH:25]=[CH:24][C:22]([NH2:23])=[CH:21][CH:20]=1. Product: [Cl:18][C:19]1[CH:25]=[CH:24][C:22]([NH:23][CH2:2][C:3]([C:5]2[CH:10]=[C:9]([N+:11]([O-:13])=[O:12])[C:8]([OH:14])=[C:7]([OH:15])[CH:6]=2)=[O:4])=[CH:21][CH:20]=1. The catalyst class is: 3.